Dataset: TCR-epitope binding with 47,182 pairs between 192 epitopes and 23,139 TCRs. Task: Binary Classification. Given a T-cell receptor sequence (or CDR3 region) and an epitope sequence, predict whether binding occurs between them. (1) The epitope is NLDSKVGGNY. The TCR CDR3 sequence is CSVEEGQGNGELFF. Result: 0 (the TCR does not bind to the epitope). (2) The epitope is KAFSPEVIPMF. The TCR CDR3 sequence is CASSPAGVGETQYF. Result: 0 (the TCR does not bind to the epitope). (3) The epitope is MLNIPSINV. The TCR CDR3 sequence is CASSPGTGSQETQYF. Result: 0 (the TCR does not bind to the epitope). (4) The epitope is KLVALGINAV. The TCR CDR3 sequence is CASSQVRLNTEAFF. Result: 1 (the TCR binds to the epitope). (5) The epitope is TSDLATNNLVVMAY. The TCR CDR3 sequence is CASSPASGAFGYNEQFF. Result: 0 (the TCR does not bind to the epitope). (6) The epitope is RPRGEVRFL. The TCR CDR3 sequence is CASSLAGGYTEAFF. Result: 0 (the TCR does not bind to the epitope). (7) The epitope is FIAGLIAIV. The TCR CDR3 sequence is CASSFTEGTEAFF. Result: 1 (the TCR binds to the epitope). (8) Result: 1 (the TCR binds to the epitope). The TCR CDR3 sequence is CASSLWSGASNEQFF. The epitope is FPRPWLHGL.